Dataset: Reaction yield outcomes from USPTO patents with 853,638 reactions. Task: Predict the reaction yield, written as a fraction of the theoretical maximum amount of product (1.0 means a 100% yield; for example, 0.34 means a 34% yield). (1) The reactants are [CH3:1][N:2]([CH3:16])[C:3]1[S:4][C@H:5]2[O:11][C@H:10]([CH2:12][OH:13])[C@@H:9]([OH:14])[C@H:8]([OH:15])[C@H:6]2[N:7]=1.C(Cl)Cl.C([O-])(O)=O.[Na+].[CH:25](=O)[C:26]1[CH:31]=[CH:30][CH:29]=[CH:28][CH:27]=1. The catalyst is [Cl-].[Cl-].[Zn+2]. The product is [CH3:1][N:2]([CH3:16])[C:3]1[S:4][C@H:5]2[O:11][C@@H:10]3[CH2:12][O:13][CH:25]([C:26]4[CH:31]=[CH:30][CH:29]=[CH:28][CH:27]=4)[O:14][C@H:9]3[C@H:8]([OH:15])[C@H:6]2[N:7]=1. The yield is 0.700. (2) The reactants are [Si]([O:18][CH:19]([CH:57]([CH3:59])[CH3:58])[CH2:20][CH2:21][CH:22]([C:24]1([CH3:56])[CH2:28][CH2:27][CH:26](/[CH:29]=[CH:30]/[CH:31]=[C:32]2[CH2:37][CH:36]([O:38][Si](C(C)(C)C)(C)C)[CH2:35][CH:34]([O:46][Si](C(C)(C)C)(C)C)[CH2:33]2)[C:25]1([CH3:55])[CH3:54])[CH3:23])(C(C)(C)C)(C1C=CC=CC=1)C1C=CC=CC=1.[N+](CCCC)(CCCC)(CCCC)CCCC.[F-]. The catalyst is C1COCC1. The product is [OH:18][C@H:19]([CH:57]([CH3:59])[CH3:58])[CH2:20][CH2:21][C@@H:22]([C:24]1([CH3:56])[CH2:28][CH2:27][C@@H:26](/[CH:29]=[CH:30]/[CH:31]=[C:32]2[CH2:33][C@@H:34]([OH:46])[CH2:35][C@H:36]([OH:38])[CH2:37]2)[C:25]1([CH3:55])[CH3:54])[CH3:23]. The yield is 0.440. (3) The reactants are Br[C:2]1[CH:3]=[N:4][CH:5]=[C:6]([C:16]2[CH:21]=[CH:20][CH:19]=[CH:18][CH:17]=2)[C:7]=1[NH:8][C:9](=[O:15])[O:10][C:11]([CH3:14])([CH3:13])[CH3:12].C([Sn](CCCC)(CCCC)[S:27][CH2:28][C:29]1[CH:34]=[CH:33][CH:32]=[CH:31][CH:30]=1)CCC.[F-].[K+]. The catalyst is O1CCOCC1.CCOCC.C1C=CC([P]([Pd]([P](C2C=CC=CC=2)(C2C=CC=CC=2)C2C=CC=CC=2)([P](C2C=CC=CC=2)(C2C=CC=CC=2)C2C=CC=CC=2)[P](C2C=CC=CC=2)(C2C=CC=CC=2)C2C=CC=CC=2)(C2C=CC=CC=2)C2C=CC=CC=2)=CC=1. The product is [C:16]1([C:6]2[CH:5]=[N:4][CH:3]=[C:2]([S:27][CH2:28][C:29]3[CH:34]=[CH:33][CH:32]=[CH:31][CH:30]=3)[C:7]=2[NH:8][C:9](=[O:15])[O:10][C:11]([CH3:14])([CH3:13])[CH3:12])[CH:21]=[CH:20][CH:19]=[CH:18][CH:17]=1. The yield is 0.450. (4) The reactants are Cl[CH:2]([CH:18]1[CH2:23][CH2:22][CH2:21][CH2:20][CH2:19]1)[C:3]1[C:11]2[C:6](=[CH:7][CH:8]=[CH:9][CH:10]=2)[N:5]([C:12]2[CH:17]=[CH:16][CH:15]=[CH:14][CH:13]=2)[N:4]=1.[NH2:24][C:25]1[CH:30]=[CH:29][C:28]([C:31]([N:33]([CH3:41])[CH2:34][CH2:35][C:36]([O:38]CC)=[O:37])=[O:32])=[CH:27][CH:26]=1. No catalyst specified. The product is [CH:18]1([CH:2]([NH:24][C:25]2[CH:26]=[CH:27][C:28]([C:31]([N:33]([CH3:41])[CH2:34][CH2:35][C:36]([OH:38])=[O:37])=[O:32])=[CH:29][CH:30]=2)[C:3]2[C:11]3[C:6](=[CH:7][CH:8]=[CH:9][CH:10]=3)[N:5]([C:12]3[CH:17]=[CH:16][CH:15]=[CH:14][CH:13]=3)[N:4]=2)[CH2:23][CH2:22][CH2:21][CH2:20][CH2:19]1. The yield is 0.120. (5) The yield is 0.900. The catalyst is C(Cl)Cl. The reactants are [Br:1][C:2]1[CH:7]=[CH:6][C:5]([N:8]=[C:9]=[O:10])=[CH:4][C:3]=1[C:11]([F:14])([F:13])[F:12].[CH3:15][NH:16][C:17]([C:19]1[CH:24]=[C:23]([O:25][C:26]2[CH:32]=[CH:31][C:29]([NH2:30])=[CH:28][CH:27]=2)[CH:22]=[CH:21][N:20]=1)=[O:18]. The product is [Br:1][C:2]1[CH:7]=[CH:6][C:5]([NH:8][C:9]([NH:30][C:29]2[CH:28]=[CH:27][C:26]([O:25][C:23]3[CH:22]=[CH:21][N:20]=[C:19]([C:17](=[O:18])[NH:16][CH3:15])[CH:24]=3)=[CH:32][CH:31]=2)=[O:10])=[CH:4][C:3]=1[C:11]([F:12])([F:13])[F:14].